Predict the reactants needed to synthesize the given product. From a dataset of Full USPTO retrosynthesis dataset with 1.9M reactions from patents (1976-2016). (1) Given the product [CH2:1]([N:3]([S:39]([C:36]1[CH:37]=[CH:38][C:33]([F:32])=[CH:34][CH:35]=1)(=[O:41])=[O:40])[CH2:4][C:5]([NH:7][CH2:8][C:9]1[CH:10]=[C:11]([C:15]2[CH:16]=[CH:17][C:18]([C:21]([F:22])([F:23])[F:24])=[CH:19][CH:20]=2)[CH:12]=[CH:13][CH:14]=1)=[O:6])[CH3:2], predict the reactants needed to synthesize it. The reactants are: [CH2:1]([NH:3][CH2:4][C:5]([NH:7][CH2:8][C:9]1[CH:10]=[C:11]([C:15]2[CH:20]=[CH:19][C:18]([C:21]([F:24])([F:23])[F:22])=[CH:17][CH:16]=2)[CH:12]=[CH:13][CH:14]=1)=[O:6])[CH3:2].C(N(CC)CC)C.[F:32][C:33]1[CH:38]=[CH:37][C:36]([S:39](Cl)(=[O:41])=[O:40])=[CH:35][CH:34]=1.C(OCC)(=O)C. (2) Given the product [CH:14]([N:3]([CH3:1])[C:4]1[C:12]([CH3:13])=[CH:11][C:7]([C:8]([OH:10])=[O:9])=[CH:6][N:5]=1)([CH3:15])[CH3:16], predict the reactants needed to synthesize it. The reactants are: [CH2:1]([N:3]([CH2:14][CH3:15])[C:4]1[C:12]([CH3:13])=[CH:11][C:7]([C:8]([OH:10])=[O:9])=[CH:6][N:5]=1)C.[CH:16](NC)(C)C. (3) Given the product [CH3:1][CH:2]1[CH2:6][C:5]([CH3:8])([CH3:7])[CH2:4][CH:3]1[CH2:9][CH:10]=[O:24], predict the reactants needed to synthesize it. The reactants are: [CH3:1][CH:2]1[CH2:6][C:5]([CH3:8])([CH3:7])[CH2:4][CH:3]1[CH2:9][C:10]#N.[H-].C([Al+]CC(C)C)C(C)C.C(O)(=[O:24])C.O. (4) Given the product [ClH:1].[Cl:1][C:2]1[CH:10]=[C:9]([N:11]2[CH2:16][CH2:15][N:14]([CH3:17])[CH2:13][CH2:12]2)[CH:8]=[CH:7][C:3]=1[C:4]([NH:18][C:19]1[CH:20]=[CH:21][C:22]2[CH2:27][CH2:26][O:25][B:24]([OH:28])[C:23]=2[CH:29]=1)=[O:6], predict the reactants needed to synthesize it. The reactants are: [Cl:1][C:2]1[CH:10]=[C:9]([N:11]2[CH2:16][CH2:15][N:14]([CH3:17])[CH2:13][CH2:12]2)[CH:8]=[CH:7][C:3]=1[C:4]([OH:6])=O.[NH2:18][C:19]1[CH:20]=[CH:21][C:22]2[CH2:27][CH2:26][O:25][B:24]([OH:28])[C:23]=2[CH:29]=1. (5) Given the product [C:1]([O:5][C:6]([N:8]1[C@@H:16]2[C@@H:11]([CH2:12][CH2:13][CH2:14][CH2:15]2)[CH2:10][C@H:9]1[CH:17]=[O:18])=[O:7])([CH3:4])([CH3:3])[CH3:2], predict the reactants needed to synthesize it. The reactants are: [C:1]([O:5][C:6]([N:8]1[C@@H:16]2[C@@H:11]([CH2:12][CH2:13][CH2:14][CH2:15]2)[CH2:10][C@H:9]1[CH2:17][OH:18])=[O:7])([CH3:4])([CH3:3])[CH3:2]. (6) Given the product [OH:12][C:4]1[CH:5]=[C:6]([C:7]([N:17]2[CH2:18][CH2:19][N:14]([CH3:13])[CH2:15][CH2:16]2)=[O:9])[CH:10]=[CH:11][C:3]=1[CH:1]=[O:2], predict the reactants needed to synthesize it. The reactants are: [CH:1]([C:3]1[CH:11]=[CH:10][C:6]([C:7]([OH:9])=O)=[CH:5][C:4]=1[OH:12])=[O:2].[CH3:13][N:14]1[CH2:19][CH2:18][NH:17][CH2:16][CH2:15]1.C(N(CC)CC)C.F[P-](F)(F)(F)(F)F.N1(O[P+](N2CCCC2)(N2CCCC2)N2CCCC2)C2C=CC=CC=2N=N1. (7) Given the product [CH3:24][S:23]([C:20]1[N:19]=[CH:18][C:17]2=[CH:16][CH:15]=[C:14]([NH:13][C:12]3[C:7]([N:2]([CH3:1])[S:3]([CH3:6])(=[O:4])=[O:5])=[N:8][CH:9]=[CH:10][CH:11]=3)[N:22]2[N:21]=1)=[O:36], predict the reactants needed to synthesize it. The reactants are: [CH3:1][N:2]([C:7]1[C:12]([NH:13][C:14]2[N:22]3[C:17]([CH:18]=[N:19][C:20]([S:23][CH3:24])=[N:21]3)=[CH:16][CH:15]=2)=[CH:11][CH:10]=[CH:9][N:8]=1)[S:3]([CH3:6])(=[O:5])=[O:4].C(Cl)Cl.ClC1C=CC=C(C(OO)=[O:36])C=1.C(=O)(O)[O-].[Na+]. (8) Given the product [Cl:11][C:12]1[N:20]=[CH:19][C:18]([S:21]([NH:22][C:23]2[CH:24]=[C:25]([F:30])[CH:26]=[C:27]([F:29])[CH:28]=2)(=[O:32])=[O:31])=[CH:17][C:13]=1[C:14]#[N:16], predict the reactants needed to synthesize it. The reactants are: P(Cl)(Cl)(Cl)=O.S(=O)(=O)(O)O.[Cl:11][C:12]1[N:20]=[CH:19][C:18]([S:21](=[O:32])(=[O:31])[NH:22][C:23]2[CH:28]=[C:27]([F:29])[CH:26]=[C:25]([F:30])[CH:24]=2)=[CH:17][C:13]=1[C:14]([NH2:16])=O.